From a dataset of Full USPTO retrosynthesis dataset with 1.9M reactions from patents (1976-2016). Predict the reactants needed to synthesize the given product. (1) Given the product [NH2:35][C:30]1[CH:31]=[C:32]([NH2:34])[N:33]=[C:28]([S:27][C:22]2[C:21]([O:36][CH3:37])=[N:20][C:19]([N:16]3[CH2:17][CH2:18][N:13]([CH2:12][CH2:11][O:10][CH2:9][CH2:8][O:7][CH2:6][CH2:5][O:4][CH2:3][CH2:2][NH:1][C:47](=[O:48])[CH2:46][CH2:45][CH2:44][CH2:43][CH:41]4[CH:40]5[CH:39]([NH:53][C:51](=[O:52])[NH:50]5)[CH2:38][S:42]4)[CH2:14][CH2:15]3)=[N:24][C:23]=2[O:25][CH3:26])[N:29]=1, predict the reactants needed to synthesize it. The reactants are: [NH2:1][CH2:2][CH2:3][O:4][CH2:5][CH2:6][O:7][CH2:8][CH2:9][O:10][CH2:11][CH2:12][N:13]1[CH2:18][CH2:17][N:16]([C:19]2[N:24]=[C:23]([O:25][CH3:26])[C:22]([S:27][C:28]3[N:33]=[C:32]([NH2:34])[CH:31]=[C:30]([NH2:35])[N:29]=3)=[C:21]([O:36][CH3:37])[N:20]=2)[CH2:15][CH2:14]1.[CH2:38]1[S:42][C@@H:41]([CH2:43][CH2:44][CH2:45][CH2:46][C:47](O)=[O:48])[C@H:40]2[NH:50][C:51]([NH:53][C@@H:39]12)=[O:52].CCN=C=NCCCN(C)C. (2) Given the product [C:16]([C:20]1[CH:25]=[CH:24][C:23]([O:8][S:1]([C:4]([F:7])([F:6])[F:5])(=[O:3])=[O:2])=[C:22]([N+:27]([O-:29])=[O:28])[CH:21]=1)([CH3:19])([CH3:17])[CH3:18], predict the reactants needed to synthesize it. The reactants are: [S:1]([O:8]S(C(F)(F)F)(=O)=O)([C:4]([F:7])([F:6])[F:5])(=[O:3])=[O:2].[C:16]([C:20]1[CH:25]=[CH:24][C:23](O)=[C:22]([N+:27]([O-:29])=[O:28])[CH:21]=1)([CH3:19])([CH3:18])[CH3:17].N1C=CC=CC=1.C([O-])(O)=O.[Na+]. (3) Given the product [O:24]=[S:16]1(=[O:25])[C:17]2[CH:23]=[CH:22][CH:21]=[CH:20][C:18]=2[CH2:19][N:13]([C:4]2[CH:3]=[C:2]([NH:29][C:26](=[O:28])[CH3:27])[C:11]3[C:6](=[CH:7][CH:8]=[C:9]([CH3:12])[CH:10]=3)[N:5]=2)[CH2:14][CH2:15]1, predict the reactants needed to synthesize it. The reactants are: Cl[C:2]1[C:11]2[C:6](=[CH:7][CH:8]=[C:9]([CH3:12])[CH:10]=2)[N:5]=[C:4]([N:13]2[CH2:19][C:18]3[CH:20]=[CH:21][CH:22]=[CH:23][C:17]=3[S:16](=[O:25])(=[O:24])[CH2:15][CH2:14]2)[CH:3]=1.[C:26]([NH2:29])(=[O:28])[CH3:27].